Predict the reaction yield, written as a fraction of the theoretical maximum amount of product (1.0 means a 100% yield; for example, 0.34 means a 34% yield). From a dataset of Reaction yield outcomes from USPTO patents with 853,638 reactions. The yield is 1.00. The reactants are [C:1]([C:5]1[CH:6]=[C:7]([C:15]2[N:19]([C:20]3[CH:25]=[CH:24][C:23]([S:26](=[O:31])(=[O:30])[N:27]([CH3:29])[CH3:28])=[CH:22][CH:21]=3)[N:18]=[C:17]([C:32]3[CH:41]=[CH:40][C:35]([C:36]([O:38]C)=[O:37])=[CH:34][CH:33]=3)[CH:16]=2)[CH:8]=[C:9]([C:11]([CH3:14])([CH3:13])[CH3:12])[CH:10]=1)([CH3:4])([CH3:3])[CH3:2].[Li+].[OH-]. The product is [C:1]([C:5]1[CH:6]=[C:7]([C:15]2[N:19]([C:20]3[CH:25]=[CH:24][C:23]([S:26](=[O:31])(=[O:30])[N:27]([CH3:28])[CH3:29])=[CH:22][CH:21]=3)[N:18]=[C:17]([C:32]3[CH:41]=[CH:40][C:35]([C:36]([OH:38])=[O:37])=[CH:34][CH:33]=3)[CH:16]=2)[CH:8]=[C:9]([C:11]([CH3:14])([CH3:13])[CH3:12])[CH:10]=1)([CH3:2])([CH3:3])[CH3:4]. The catalyst is CO.C1COCC1.O.